Dataset: Catalyst prediction with 721,799 reactions and 888 catalyst types from USPTO. Task: Predict which catalyst facilitates the given reaction. (1) Reactant: [F:1][C:2]1[CH:20]=[CH:19][C:5]([C:6]([NH:8][C:9]2[CH:10]=[N:11][N:12]([CH3:18])[C:13]=2[C:14](OC)=[O:15])=[O:7])=[CH:4][CH:3]=1.O.[NH2:22][NH2:23]. Product: [F:1][C:2]1[CH:20]=[CH:19][C:5]([C:6]([NH:8][C:9]2[CH:10]=[N:11][N:12]([CH3:18])[C:13]=2[C:14]([NH:22][NH2:23])=[O:15])=[O:7])=[CH:4][CH:3]=1. The catalyst class is: 5. (2) Reactant: [Br:1][C:2]1[CH:3]=[CH:4][CH:5]=[C:6]2[C:11]=1[N:10]=[C:9]([Cl:12])[N:8]=[C:7]2Cl.[NH:14]1[CH2:19][CH2:18][O:17][CH2:16][CH2:15]1. Product: [Br:1][C:2]1[CH:3]=[CH:4][CH:5]=[C:6]2[C:11]=1[N:10]=[C:9]([Cl:12])[N:8]=[C:7]2[N:14]1[CH2:19][CH2:18][O:17][CH2:16][CH2:15]1. The catalyst class is: 2. (3) Reactant: [CH3:1][O:2][C:3]1[C:4]([C:9]2[CH:10]=[C:11]([CH:15]=[C:16]([N:18]3[CH:22]=[N:21][N:20]=[N:19]3)[CH:17]=2)[C:12]([OH:14])=O)=[N:5][CH:6]=[CH:7][CH:8]=1.C1N=CN(C(N2C=NC=C2)=O)C=1.[F:35][C:36]1[CH:41]=[CH:40][C:39]([CH2:42][CH2:43][NH2:44])=[CH:38][CH:37]=1.O. Product: [F:35][C:36]1[CH:41]=[CH:40][C:39]([CH2:42][CH2:43][NH:44][C:12](=[O:14])[C:11]2[CH:15]=[C:16]([N:18]3[CH:22]=[N:21][N:20]=[N:19]3)[CH:17]=[C:9]([C:4]3[C:3]([O:2][CH3:1])=[CH:8][CH:7]=[CH:6][N:5]=3)[CH:10]=2)=[CH:38][CH:37]=1. The catalyst class is: 37. (4) Reactant: Cl[C:2]1[C:3]2[C:4](=[CH:16][N:17](CC3C=CC(OC)=CC=3)[N:18]=2)[N:5]=[C:6]([C:8]2[CH:13]=[CH:12][CH:11]=[C:10]([O:14][CH3:15])[CH:9]=2)[N:7]=1.[O:28]1[CH2:33][CH2:32][NH:31][C:30]2[CH:34]=[C:35]([NH2:38])[CH:36]=[CH:37][C:29]1=2.Cl. Product: [CH3:15][O:14][C:10]1[CH:9]=[C:8]([C:6]2[N:7]=[C:2]([NH:38][C:35]3[CH:36]=[CH:37][C:29]4[O:28][CH2:33][CH2:32][NH:31][C:30]=4[CH:34]=3)[C:3]3[NH:18][N:17]=[CH:16][C:4]=3[N:5]=2)[CH:13]=[CH:12][CH:11]=1. The catalyst class is: 71.